This data is from Full USPTO retrosynthesis dataset with 1.9M reactions from patents (1976-2016). The task is: Predict the reactants needed to synthesize the given product. (1) Given the product [CH:16]([OH:18])=[O:17].[CH:2]1[C:10]2[C:9]3[CH:11]=[CH:12][CH:13]=[CH:14][C:8]=3[S:7][C:6]=2[C:5]([CH:15]([N:19]2[CH2:20][CH2:21][N:22]([CH3:25])[CH2:23][CH2:24]2)[C:16]([NH:77][NH:76][C:71]2[CH:70]=[C:69]([Cl:68])[CH:74]=[C:73]([Cl:75])[CH:72]=2)=[O:17])=[CH:4][CH:3]=1, predict the reactants needed to synthesize it. The reactants are: Cl.[CH:2]1[C:10]2[C:9]3[CH:11]=[CH:12][CH:13]=[CH:14][C:8]=3[S:7][C:6]=2[C:5]([CH:15]([N:19]2[CH2:24][CH2:23][N:22]([CH3:25])[CH2:21][CH2:20]2)[C:16]([OH:18])=[O:17])=[CH:4][CH:3]=1.CN(C(ON1N=NC2C=CC=CC1=2)=[N+](C)C)C.[B-](F)(F)(F)F.CN1C2C=CC(Cl)=CC=2C(C2C=CC=CC=2)=NCC1=O.[Cl:68][C:69]1[CH:70]=[C:71]([NH:76][NH2:77])[CH:72]=[C:73]([Cl:75])[CH:74]=1. (2) The reactants are: [Br:1][C:2]1[CH:10]=[CH:9][C:5]([C:6]([OH:8])=[O:7])=[C:4]([CH3:11])[CH:3]=1.[CH3:12]C1C=CC(S(O)(=O)=O)=CC=1.O. Given the product [CH3:12][O:7][C:6](=[O:8])[C:5]1[CH:9]=[CH:10][C:2]([Br:1])=[CH:3][C:4]=1[CH3:11], predict the reactants needed to synthesize it. (3) Given the product [O:14]1[CH2:13][CH2:12][CH2:4][C@@H:3]1[CH2:2][O:46][S:45]([C:42]1[CH:43]=[CH:44][C:39]([CH3:49])=[CH:40][CH:41]=1)(=[O:50])=[O:47], predict the reactants needed to synthesize it. The reactants are: Cl[C:2]1[CH:3]=[C:4]([C@@H:12](CC2CCCC2)[C:13](NC2C=CN(CCC(O)=O)N=2)=[O:14])C=CC=1S(C)(=O)=O.C(N(CC)CC)C.[C:39]1([CH3:49])[CH:44]=[CH:43][C:42]([S:45](Cl)(=[O:47])=[O:46])=[CH:41][CH:40]=1.[OH2:50]. (4) The reactants are: C1(P(C2C=CC=CC=2)C2C=CC=CC=2)C=CC=CC=1.[CH:20]([I:23])(I)I.CC(C)([O-])C.[K+].[CH3:30][C:31]1([CH3:61])[O:35][C@@H:34]2[CH:36]([CH2:40][O:41][C:42]([C:55]3[CH:60]=[CH:59][CH:58]=[CH:57][CH:56]=3)([C:49]3[CH:54]=[CH:53][CH:52]=[CH:51][CH:50]=3)[C:43]3[CH:48]=[CH:47][CH:46]=[CH:45][CH:44]=3)[O:37][CH:38](O)[C@@H:33]2[O:32]1. Given the product [I:23][CH:20]=[C:38]1[C@H:33]2[C@H:34]([O:35][C:31]([CH3:30])([CH3:61])[O:32]2)[CH:36]([CH2:40][O:41][C:42]([C:55]2[CH:60]=[CH:59][CH:58]=[CH:57][CH:56]=2)([C:43]2[CH:44]=[CH:45][CH:46]=[CH:47][CH:48]=2)[C:49]2[CH:54]=[CH:53][CH:52]=[CH:51][CH:50]=2)[O:37]1, predict the reactants needed to synthesize it. (5) Given the product [Cl:25][C:11]1[CH:12]=[C:13]([NH:16][C:17]2[CH:22]=[CH:21][C:20]([F:23])=[CH:19][C:18]=2[F:24])[CH:14]=[CH:15][C:10]=1[C:8]([C:6]1[CH:7]=[C:2]([NH:1][C:34]([NH:33][C:27]2[CH:32]=[CH:31][CH:30]=[CH:29][CH:28]=2)=[O:35])[CH:3]=[CH:4][C:5]=1[CH3:26])=[O:9], predict the reactants needed to synthesize it. The reactants are: [NH2:1][C:2]1[CH:3]=[CH:4][C:5]([CH3:26])=[C:6]([C:8]([C:10]2[CH:15]=[CH:14][C:13]([NH:16][C:17]3[CH:22]=[CH:21][C:20]([F:23])=[CH:19][C:18]=3[F:24])=[CH:12][C:11]=2[Cl:25])=[O:9])[CH:7]=1.[C:27]1([N:33]=[C:34]=[O:35])[CH:32]=[CH:31][CH:30]=[CH:29][CH:28]=1. (6) Given the product [OH:10][C:9]1[C:8]2[CH:11]=[CH:12][CH:13]=[CH:14][C:7]=2[O:6][C:5](=[O:15])[C:4]=1[C:1](=[O:3])[CH:2]=[CH:20][C:19]1[CH:22]=[CH:23][C:24]([O:25][C:26]([F:27])([F:28])[F:29])=[C:17]([Cl:16])[CH:18]=1, predict the reactants needed to synthesize it. The reactants are: [C:1]([C:4]1[C:5](=[O:15])[O:6][C:7]2[CH:14]=[CH:13][CH:12]=[CH:11][C:8]=2[C:9]=1[OH:10])(=[O:3])[CH3:2].[Cl:16][C:17]1[CH:18]=[C:19]([CH:22]=[CH:23][C:24]=1[O:25][C:26]([F:29])([F:28])[F:27])[CH:20]=O.N1CCCCC1.